Predict which catalyst facilitates the given reaction. From a dataset of Catalyst prediction with 721,799 reactions and 888 catalyst types from USPTO. (1) Reactant: [C:1]([O:5][C:6]([N:8]1[CH2:13][CH2:12][CH:11]([NH:14][C:15]2[CH:20]=[CH:19][CH:18]=[CH:17][C:16]=2[O:21][CH2:22][C:23]([O:25]C)=[O:24])[CH2:10][CH2:9]1)=[O:7])([CH3:4])([CH3:3])[CH3:2].[OH-].[Na+].Cl. Product: [C:1]([O:5][C:6]([N:8]1[CH2:13][CH2:12][CH:11]([NH:14][C:15]2[CH:20]=[CH:19][CH:18]=[CH:17][C:16]=2[O:21][CH2:22][C:23]([OH:25])=[O:24])[CH2:10][CH2:9]1)=[O:7])([CH3:4])([CH3:2])[CH3:3]. The catalyst class is: 5. (2) Reactant: [Cl:1][C:2]1[CH:7]=[CH:6][C:5]([NH:8][C:9]([NH:11][C:12]2[CH:17]=[CH:16][CH:15]=[CH:14][CH:13]=2)=[O:10])=[CH:4][C:3]=1[C:18]1[C:19](=[O:32])[N:20]([CH2:30][CH3:31])[C:21]2[C:26]([CH:27]=1)=[CH:25][N:24]=[C:23]([NH:28][CH3:29])[CH:22]=2.CC#N.[CH3:36][S:37]([OH:40])(=[O:39])=[O:38].O. Product: [CH3:36][S:37]([OH:40])(=[O:39])=[O:38].[Cl:1][C:2]1[CH:7]=[CH:6][C:5]([NH:8][C:9]([NH:11][C:12]2[CH:13]=[CH:14][CH:15]=[CH:16][CH:17]=2)=[O:10])=[CH:4][C:3]=1[C:18]1[C:19](=[O:32])[N:20]([CH2:30][CH3:31])[C:21]2[C:26]([CH:27]=1)=[CH:25][N:24]=[C:23]([NH:28][CH3:29])[CH:22]=2. The catalyst class is: 25. (3) Reactant: [CH3:1][N:2]([CH3:10])/[CH:3]=[CH:4]/[C:5]([O:7][CH2:8][CH3:9])=[O:6].C(N(CC)CC)C.[Cl:18][C:19]1[C:20]([C:25](Cl)=[O:26])=[N:21][CH:22]=[CH:23][CH:24]=1. Product: [CH3:1][N:2]([CH3:10])/[CH:3]=[C:4](/[C:25](=[O:26])[C:20]1[C:19]([Cl:18])=[CH:24][CH:23]=[CH:22][N:21]=1)\[C:5]([O:7][CH2:8][CH3:9])=[O:6]. The catalyst class is: 11. (4) Reactant: [CH2:1]([C@H:8]1[CH2:12][O:11][C:10](=[O:13])[N:9]1[C:14](=[O:28])[CH:15]=[C:16]([C:21]1[CH:26]=[CH:25][C:24]([F:27])=[CH:23][CH:22]=1)[C:17]([F:20])([F:19])[F:18])[C:2]1[CH:7]=[CH:6][CH:5]=[CH:4][CH:3]=1. Product: [CH2:1]([C@H:8]1[CH2:12][O:11][C:10](=[O:13])[N:9]1[C:14](=[O:28])[CH2:15][CH:16]([C:21]1[CH:22]=[CH:23][C:24]([F:27])=[CH:25][CH:26]=1)[C:17]([F:20])([F:19])[F:18])[C:2]1[CH:3]=[CH:4][CH:5]=[CH:6][CH:7]=1. The catalyst class is: 50. (5) Reactant: [F:1][C:2]1[CH:3]=[C:4]([CH:7]=[C:8]([N+:11]([O-:13])=[O:12])[C:9]=1[OH:10])[CH:5]=O.[C:14]1([C:20](=O)[CH2:21][C:22]2[CH:27]=[CH:26][CH:25]=[CH:24][CH:23]=2)[CH:19]=[CH:18][CH:17]=[CH:16][CH:15]=1.[NH2:29][C:30]([NH2:32])=[O:31].Cl. Product: [F:1][C:2]1[CH:3]=[C:4]([CH:5]2[C:21]([C:22]3[CH:27]=[CH:26][CH:25]=[CH:24][CH:23]=3)=[C:20]([C:14]3[CH:19]=[CH:18][CH:17]=[CH:16][CH:15]=3)[NH:32][C:30](=[O:31])[NH:29]2)[CH:7]=[C:8]([N+:11]([O-:13])=[O:12])[C:9]=1[OH:10]. The catalyst class is: 8.